Dataset: Experimentally validated miRNA-target interactions with 360,000+ pairs, plus equal number of negative samples. Task: Binary Classification. Given a miRNA mature sequence and a target amino acid sequence, predict their likelihood of interaction. (1) The miRNA is mmu-miR-1903 with sequence CCUUCUUCUUCUUCCUGAGACA. The protein sequence of the target gene is MDVPGVNTTSANTTFSPGTSTLCVRDYKITQVLFPLLYTVLFFAGLITNSLAMRIFFQIRSKSNFIIFLKNTVISDLLMILTFPFKILSDAKLGAGPLRTLVCQVTSVTFYFTMYISISFLGLITIDRYLKTTRPFKTSSPSNLLGAKILSVVIWAFMFLISLPNMILTNRRPKDKDVTKCSFLKSEFGLVWHEIVNYICQVIFWINFLIVIVCYSLITKELYRSYVRTRGSAKVPKKKVNVKVFIIIAVFFICFVPFHFARIPYTLSQTRAVFDCSAENTLFYVKESTLWLTSLNACLD.... Result: 0 (no interaction). (2) The miRNA is mmu-miR-486b-5p with sequence UCCUGUACUGAGCUGCCCCGAG. The protein sequence of the target gene is MRKFNIRKVLDGLTAGSSSASQQQQQQHPPGNREPEIQETLQSEHFQLCKTVRHGFPYQPSALAFDPVQKILAVGTQTGALRLFGRPGVECYCQHDSGAAVIQLQFLINEGALVSALADDTLHLWNLRQKRPAILHSLKFCRERVTFCHLPFQSKWLYVGTERGNIHIVNVESFTLSGYVIMWNKAIELSSKSHPGPVVHISDNPMDEGKLLIGFESGTVVLWDLKSKKADYRYTYDEAIHSVAWHHEGKQFICSHSDGTLTIWNVRSPAKPVQTITPHGKQLKDGKKPEPCKPILKVEF.... Result: 0 (no interaction). (3) The miRNA is hsa-miR-4720-3p with sequence UGCUUAAGUUGUACCAAGUAU. The protein sequence of the target gene is MTTLKEAVTFKDVAVVFTEEELRLLDLAQRKLYREVMLENFRNLLSVGHQSLHRDTFHFLKEEKFWMMETATQREGNLGGKIQMEMETVSESGTHEGLFSHQTWEQISSDLTRFQDSMVNSFQFSKQDDMPCQVDAGLSIIHVRQKPSEGRTCKKSFSDVSVLDLHQQLQSREKSHTCDECGKSFCYSSALRIHQRVHMGEKLYNCDVCGKEFNQSSHLQIHQRIHTGEKPFKCEQCGKGFSRRSGLYVHRKLHTGVKPHICEKCGKAFIHDSQLQEHQRIHTGEKPFKCDICCKSFRSR.... Result: 0 (no interaction). (4) The miRNA is hsa-miR-3150b-5p with sequence CAACCUCGAGGAUCUCCCCAGC. The protein sequence of the target gene is MPGGGASAASGRLLTAAEQRGSREAAGSASRSGFGGSGGGRGGASGPGSGSGGPGGPAGRMSLTPKELSSLLSIISEEAGGGSTFEGLSTAFHHYFSKADHFRLGSVLVMLLQQPDLLPSAAQRLTALYLLWEMYRTEPLAANPFAASFAHLLNPAPPARGGQEPDRPPLSGFLPPITPPEKFFLSQLMLAPPRELFKKTPRQIALMDVGNMGQSVDISGLQLALAERQSELPTQSKASFPSILSDPDPDSSNSGFDSSVASQITEALVSGPKPPIESHFRPEFIRPPPPLHICEDELAW.... Result: 0 (no interaction). (5) Result: 1 (interaction). The miRNA is hsa-miR-10a-5p with sequence UACCCUGUAGAUCCGAAUUUGUG. The protein sequence of the target gene is MTGYTMLRNGGAGNGGQTCMLRWSNRIRLTWLSFTLFVILVFFPLIAHYYLTTLDEADEAGKRIFGPRVGNELCEVKHVLDLCRIRESVSEELLQLEAKRQELNSEIAKLNLKIEACKKSIENAKQDLLQLKNVISQTEHSYKELMAQNQPKLSLPIRLLPEKDDAGLPPPKATRGCRLHNCFDYSRCPLTSGFPVYVYDSDQFVFGSYLDPLVKQAFQATARANVYVTENADIACLYVILVGEMQEPVVLRPAELEKQLYSLPHWRTDGHNHVIINLSRKSDTQNLLYNVSTGRAMVAQ.... (6) The miRNA is hsa-miR-576-5p with sequence AUUCUAAUUUCUCCACGUCUUU. The protein sequence of the target gene is MFRMLNSSFEDDPFFSESILAHRENMRQMIRSFSEPFGRDLLSISDGRGRAHNRRGHNDGEDSLTHTDVSSFQTMDQMVSNMRNYMQKLERNFGQLSVDPNGHSFCSSSVMTYSKIGDEPPKVFQASTQTRRAPGGIKETRKAMRDSDSGLEKMAIGHHIHDRAHVIKKSKNKKTGDEEVNQEFINMNESDAHAFDEEWQSEVLKYKPGRHNLGNTRMRSVGHENPGSRELKRREKPQQSPAIEHGRRSNVLGDKLHIKGSSVKSNKK. Result: 0 (no interaction).